From a dataset of Peptide-MHC class II binding affinity with 134,281 pairs from IEDB. Regression. Given a peptide amino acid sequence and an MHC pseudo amino acid sequence, predict their binding affinity value. This is MHC class II binding data. The peptide sequence is AAATAGTIVYGAFAA. The MHC is HLA-DQA10102-DQB10602 with pseudo-sequence HLA-DQA10102-DQB10602. The binding affinity (normalized) is 0.792.